This data is from Experimentally validated miRNA-target interactions with 360,000+ pairs, plus equal number of negative samples. The task is: Binary Classification. Given a miRNA mature sequence and a target amino acid sequence, predict their likelihood of interaction. (1) The miRNA is hsa-miR-99b-3p with sequence CAAGCUCGUGUCUGUGGGUCCG. The protein sequence of the target gene is MSGSTQPVAQTWRATEPRYPPHSLSYPVQIARTHTDVGLLEYQHHSRDYASHLSPGSIIQPQRRRPSLLSEFQPGNERSQELHLRPESHSYLPELGKSEMEFIESKRPRLELLPDPLLRPSPLLATGQPAGSEDLTKDRSLTGKLEPVSPPSPPHTDPELELVPPRLSKEELIQNMDRVDREITMVEQQISKLKKKQQQLEEEAAKPPEPEKPVSPPPIESKHRSLVQIIYDENRKKAEAAHRILEGLGPQVELPLYNQPSDTRQYHENIKINQAMRKKLILYFKRRNHARKQWEQKFCQ.... Result: 0 (no interaction). (2) The miRNA is hsa-miR-500b-3p with sequence GCACCCAGGCAAGGAUUCUG. The protein sequence of the target gene is MFGIQENIPRGGTTMKEEPLGSGMNPVRSWMHTAGVVDANTAAQSGVGLARAHFEKQPPSNLRKSNFFHFVLALYDRQGQPVEIERTAFVDFVEKEKEPNNEKTNNGIHYKLQLLYSNGVRTEQDLYVRLIDSMTKQAIVYEGQDKNPEMCRVLLTHEIMCSRCCDKKSCGNRNETPSDPVIIDRFFLKFFLKCNQNCLKNAGNPRDMRRFQVVVSTTVNVDGHVLAVSDNMFVHNNSKHGRRARRLDPSEGTAPSYLENATPCIKAISPSEGWTTGGATVIIIGDNFFDGLQVVFGTML.... Result: 0 (no interaction). (3) The miRNA is mmu-miR-3068-5p with sequence UUGGAGUUCAUGCAAGUUCUAACC. The protein sequence of the target gene is MLGIFFLGVLAPASLGLSALAKLQPTGSQCVEHECFALFQGPATFLDASQACQRLQGHLMTVRSSVAADVISLLLSQSSMDLGPWIGLQLPQGCDDPVHLGPLRGFQWVTGDNHTSYSRWARPNDQTAPLCGPLCVTVSTATEAAPGEPAWEEKPCETETQGFLCEFYFTASCRPLTVNTRDPEAAHISSTYNTPFGVSGADFQTLPVGSSAAVEPLGLELVCRAPPGTSEGHWAWEATGAWNCSVENGGCEYLCNRSTNEPRCLCPRDMDLQADGRSCARPVVQSCNELCEHFCVSNAE.... Result: 0 (no interaction). (4) The miRNA is hsa-miR-3689d with sequence GGGAGGUGUGAUCUCACACUCG. The protein sequence of the target gene is MHQSLTQQRSSDMSLPDSMGAFNRRKRNSIYVTVTLLIVSVLILTVGLAATTRTQNVTVGGYYPGVILGFGSFLGIIGSNLIENKRQMLVASIVFISFGVIAAFCCAIVDGVFAARHIDLKPLYANRCHYVPKTSQKEAEEVISSSTKNSPSTRVMRNLTQAAREVNCPHLSREFCTPRIRGNTCFCCDLYNCGNRVEITGGYYEYIDVSSCQDIIHLYHLLWSATILNIVGLFLGIITAAVLGGFKDMNPTLPALNCSVENTHPTVSYYAHPQVASYNTYYHSPPHLPPYSAYDFQHSG.... Result: 0 (no interaction). (5) The miRNA is hsa-miR-548aw with sequence GUGCAAAAGUCAUCACGGUU. The protein sequence of the target gene is MSEQSCQMSELRLLLLGKCRSGKSATGNAILGKHVFKSKFSDQTVIKMCQRESWVLRERKVVVIDTPDLFSSIACAEDKQRNIQHCLELSAPSLHALLLVIAIGHFTREDEETAKGIQQVFGAEARRHIIIVFTRKDDLGDDLLQDFIEKNKPLKQLVQDYEGRYCIFNNKTNSKDEQITQVLELLRKVESLVNTNGGPYHVNFKTEGSRFQDCVNEAASQEGDKPQGPRERQLQSTGPEQNPGTSELTVLLVGKRGAGKSAAGNSILGRQAFQTGFSEQSVTQSFLSESRSWRKKKVSI.... Result: 0 (no interaction). (6) The miRNA is hsa-miR-7852-3p with sequence UAUGUAGUAGUCAAAGGCAUUU. The protein sequence of the target gene is MSEESNDDKKPTTKFELERETELRFEVEASQSVQLELLAGMAEIFGTELTRNKKFTFDAGAKVAVFTWHGCSLQLSGRTEVAYVSKDTPMLLYLNTHTALEQMRRQAEKEEERGPRVMVVGPTDVGKSTVCRLLLNYAVRLGRRPTYVELDVGQGSVSIPGTMGALYIERPADVEEGFSIQAPLVYHFGSTTPGTNIKLYNKITSRLADVFNQRCEVNRRASVSGCVINTCGWVKGYGYQALVHAASAFEVDVVVVLDQERLYNELKRDLPHFVRTVLLPKSGGVVERSKDFRRECRDER.... Result: 0 (no interaction). (7) The miRNA is dme-miR-79-3p with sequence UAAAGCUAGAUUACCAAAGCAU. The protein sequence of the target gene is MSGLSGPPARRGPFPLALLLLFLLGPRLVLAISFHLPINSRKCLREEIHKDLLVTGAYEISDQSGGAGGLRSHLKITDSAGHILYSKEDATKGKFAFTTEDYDMFEVCFESKGTGRIPDQLVILDMKHGVEAKNYEEIAKVEKLKPLEVELRRLEDLSESIVNDFAYMKKREEEMRDTNESTNTRVLYFSIFSMFCLIGLATWQVFYLRRFFKAKKLIE. Result: 0 (no interaction). (8) The protein sequence of the target gene is MSAGGDFGNPLRKFKLVFLGEQSVAKTSLITRFRYDSFDNTYQAIIGIDFLSKTMYLEDGTIGLRLWDTAGQERLRSLIPRYIRDSAAAVVVYDITNVNSFQQTTKWIDDVRTERGSDVIITLVGNRTDLADKRQVSVEEGERKAKGLNVTFIETRAKAGYNVKQLFRRVAAALPGMESTQDGSREDMSDIKLEKPQEQTVSEGGCSCYSPMSSSTLPQKPPYSFIDCSVNIGLNLFPSLITFCNSSLLPVSWR. The miRNA is cel-miR-1020-3p with sequence AUUAUUCUGUGACACUUUCAG. Result: 0 (no interaction). (9) The miRNA is mmu-miR-708-5p with sequence AAGGAGCUUACAAUCUAGCUGGG. The protein sequence of the target gene is MRSTTLLALLALVLLYLVSGALVFRALEQPHEQQAQRELGEVREKFLRAHPCVSDQELGLLIKEVADALGGGADPETNSTSNSSHSAWDLGSAFFFSGTIITTIGYGNVALRTDAGRLFCIFYALVGIPLFGILLAGVGDRLGSSLRHGIGHIEAIFLKWHVPPELVRVLSAMLFLLIGCLLFVLTPTFVFCYMEDWSKLEAIYFVIVTLTTVGFGDYVAGADPRQDSPAYQPLVWFWILLGLAYFASVLTTIGNWLRVVSRRTRAEMGGLTAQAASWTGTVTARVTQRAGPAAPPPEKE.... Result: 0 (no interaction). (10) The miRNA is hsa-miR-7111-5p with sequence UGGGGGAGGAAGGACAGGCCAU. The protein sequence of the target gene is MFHLRTCAAKLRPLTASQTVKTFSQNKPAAIRTFQQIRCYSAPVAAEPFLSGTSSNYVEEMYCAWLENPKSVHKSWDIFFRNTNAGAPPGTAYQSPLSLSRSSLATMAHAQSLVEAQPNVDKLVEDHLAVQSLIRAYQIRGHHVAQLDPLGILDADLDSSVPADIISSTDKLGFYGLHESDLDKVFHLPTTTFIGGQEPALPLREIIRRLEMAYCQHIGVEFMFINDLEQCQWIRQKFETPGIMQFTNEEKRTLLARLVRSTRFEEFLQRKWSSEKRFGLEGCEVLIPALKTIIDMSSAN.... Result: 0 (no interaction).